From a dataset of Reaction yield outcomes from USPTO patents with 853,638 reactions. Predict the reaction yield, written as a fraction of the theoretical maximum amount of product (1.0 means a 100% yield; for example, 0.34 means a 34% yield). (1) The reactants are [Br:1][C:2]1[CH:3]=[C:4]([NH:13][CH:14]2[CH2:19][CH2:18][O:17][CH2:16][CH2:15]2)[C:5]([CH3:12])=[C:6]([CH:11]=1)[C:7]([O:9][CH3:10])=[O:8].[C:20](=O)([O-])[O-].[Cs+].[Cs+].CI. The catalyst is C(#N)C. The product is [Br:1][C:2]1[CH:3]=[C:4]([N:13]([CH3:20])[CH:14]2[CH2:19][CH2:18][O:17][CH2:16][CH2:15]2)[C:5]([CH3:12])=[C:6]([CH:11]=1)[C:7]([O:9][CH3:10])=[O:8]. The yield is 0.800. (2) The reactants are C(OC([N:8]1[CH2:13][CH2:12][N:11]([CH2:14][CH2:15][CH2:16][O:17][C:18]2[CH:23]=[CH:22][C:21]([C:24]3[NH:28][C:27]4[CH:29]=[C:30]([F:34])[C:31]([Cl:33])=[CH:32][C:26]=4[N:25]=3)=[CH:20][C:19]=2[Cl:35])[CH2:10][CH2:9]1)=O)(C)(C)C.C(OC(N1CCN(CCCOC2C=CC(C=O)=CC=2Cl)CC1)=O)(C)(C)C.ClC1C=C(N)C(N)=CC=1F. No catalyst specified. The product is [Cl:33][C:31]1[C:30]([F:34])=[CH:29][C:27]2[NH:28][C:24]([C:21]3[CH:22]=[CH:23][C:18]([O:17][CH2:16][CH2:15][CH2:14][N:11]4[CH2:10][CH2:9][NH:8][CH2:13][CH2:12]4)=[C:19]([Cl:35])[CH:20]=3)=[N:25][C:26]=2[CH:32]=1. The yield is 0.150. (3) The reactants are CC1(C)C(C)(C)OB([CH:9]2[CH2:11][CH:10]2[C:12]([F:15])([F:14])[F:13])O1.Br[C:18]1[N:22]2[C:23](=[O:36])[CH:24]=[C:25]([CH2:27][O:28][C:29]3[CH:34]=[CH:33][C:32]([F:35])=[CH:31][CH:30]=3)[N:26]=[C:21]2[S:20][C:19]=1[CH3:37].C(=O)([O-])[O-].[Na+].[Na+].C(OC([O-])=O)([O-])=O.[NH4+].[NH4+]. The catalyst is C(#N)C.O.C1C=CC(P(C2C=CC=CC=2)[C-]2C=CC=C2)=CC=1.C1C=CC(P(C2C=CC=CC=2)[C-]2C=CC=C2)=CC=1.Cl[Pd]Cl.[Fe+2]. The product is [F:35][C:32]1[CH:31]=[CH:30][C:29]([O:28][CH2:27][C:25]2[N:26]=[C:21]3[S:20][C:19]([CH3:37])=[C:18]([CH:9]4[CH2:11][CH:10]4[C:12]([F:13])([F:14])[F:15])[N:22]3[C:23](=[O:36])[CH:24]=2)=[CH:34][CH:33]=1. The yield is 0.0100.